Dataset: Experimentally validated miRNA-target interactions with 360,000+ pairs, plus equal number of negative samples. Task: Binary Classification. Given a miRNA mature sequence and a target amino acid sequence, predict their likelihood of interaction. (1) The miRNA is mmu-miR-298-5p with sequence GGCAGAGGAGGGCUGUUCUUCCC. Result: 1 (interaction). The protein sequence of the target gene is MMLSRAKPAVGGESPHTDKRKKKGRKIPKLEDLLSQRDFTGAITLLEFKRHVGEQEDDTNLWIGYCAFHLGDYKRALEEYENATKEENCNPEVWVNLACTYFFLGMYKQAEAAGFKAPKSRLQNRLLFHLAHKFNDEKKLMNFHQNLQDIKEDQLSLASIHYMRSHYQEAIDIYKRILLDNREYLALNVYVALCYYKLDYYDVSQEVLAVYLQQIPDSTIALNLKACNHFRLYNGKAAEAELKSLMDNASSPFEFAKELIRHNLVVFRGGEGALQVLPPLVDVIPEARLNLVIYYLRQDD.... (2) The miRNA is hsa-miR-134-5p with sequence UGUGACUGGUUGACCAGAGGGG. The protein sequence of the target gene is MAENPGLENHRIKSFKNKGRDVETMRRHRNEVTVELRKNKRDEHLLKKRNVPQEESLEDSDVDADFKAQNVTLEAILQNATSDNPVVQLSAVQAARKLLSSDRNPPIDDLIKSGILPILVKCLERDDNPSLQFEAAWALTNIASGTSAQTQAVVQSNAVPLFLRLLHSPHQNVCEQAVWALGNIIGDGPQCRDYVISLGVVKPLLSFINPSIPITFLRNVTWVIVNLCRNKDPPPPMETVQEILPALCVLIYHTDINILVDTVWALSYLTDGGNEQIQMVIDSGVVPFLVPLLSHQEVKV.... Result: 0 (no interaction). (3) The protein sequence of the target gene is MLRRILQRTPGRVGSQGSDLDSSATPINTVDVNNESSSEGFICPQCMKSLGSADELFKHYEAVHDAGNDSGHGGESNLALKRDDVTLLRQEVQDLQASLKEEKWYSEELKKELEKYQGLQQQEAKPDGLVTDSSAELQSLEQQLEEAQTENFNIKQMKDLFEQKAAQLATEIADIKSKYDEERSLREAAEQKVTRLTEELNKEATVIQDLKTELLQRPGIEDVAVLKKELVQVQTLMDNMTLERERESEKLKDECKKLQSQYASSEATISQLRSELAKGPQEVAVYVQELQKLKSSVNEL.... The miRNA is hsa-miR-3152-3p with sequence UGUGUUAGAAUAGGGGCAAUAA. Result: 1 (interaction). (4) The miRNA is mmu-miR-1949 with sequence CUAUACCAGGAUGUCAGCAUAGUU. The protein sequence of the target gene is MKLPLTFCRLLSRLNRFSVKASPPVSFSTFSYLCSQKKKNSYEAVDQAKYSRLVRSVLSRGPAQTPESLFKEDDVLYGPVSKHKAAEPEPQARVPQHCFPIFNEERTGKPHTDASSSPLKIPLQRNSIPSVTRILQQTMPPEQSFFLERWKERMVLELGEDGFAEYTSNVFLQGKQFHKALESILSPQENLTGGEEHPQCGYIESIQHILTEISGVQALESAVQHEALKYVGLLDCVAEYRGKLCVIDWKTSEKPKPLIRNTYDNPLQVVAYMGAVNHDAHYSFQVQCGLIVVAYKDGSP.... Result: 0 (no interaction). (5) The miRNA is hsa-let-7d-5p with sequence AGAGGUAGUAGGUUGCAUAGUU. The protein sequence of the target gene is MEQGKGLAVLILAIILLQGTLAQSIKGNHLVKVYDYQEDGSVLLTCDAEAKNITWFKDGKMIGFLTEDKKKWNLGSNAKDPRGMYQCKGSQNKSKPLQVYYRMCQNCIELNAATISGFLFAEIVSIFVLAVGVYFIAGQDGVRQSRASDKQTLLPNDQLYQPLKDREDDQYSHLQGNQLRRN. Result: 0 (no interaction). (6) The miRNA is hsa-miR-5089-3p with sequence AUGCUACUCGGAAAUCCCACUGA. The protein sequence of the target gene is MSSLAVRDPAMDRSLRSVFVGNIPYEATEEQLKDIFSEVGSVVSFRLVYDRETGKPKGYGFCEYQDQETALSAMRNLNGREFSGRALRVDNAASEKNKEELKSLGPAAPIIDSPYGDPIDPEDAPESITRAVASLPPEQMFELMKQMKLCVQNSHQEARNMLLQNPQLAYALLQAQVVMRIMDPEIALKILHRKIHVTPLIPGKSQSVSVSGPGPGPGPGLCPGPNVLLNQQNPPAPQPQHLARRPVKDIPPLMQTPIQGGIPAPGPIPAAVPGAGPGSLTPGGAMQPQLGMPGVGPVPL.... Result: 0 (no interaction). (7) The miRNA is hsa-miR-4739 with sequence AAGGGAGGAGGAGCGGAGGGGCCCU. The protein sequence of the target gene is MGALTSRQHAGVEEVDIPSNSVYRYPPKSGSYFASHFIMGGEKFDSTHPEGYLFGENSDLNFLGNRPVVFPYAAPPPQEPVKTLRSLVNIRKDTLRLVKCAEEVKSPGEEASKAKVHYNVEFTFDTDARVAITIYYQATEEFQNGIASYIPKDNSLQSETVQYKRGVCQQFCLPSHTVDPSEWAEEELGFDLDREVYPLVVHAVVDEGDEYFGHCHVLLGTFEKHTDGTFCVKPLKQKQVVDGVSYLLQEIYGIENKYNTQDSKVAEDEVSDNSAECVVCLSDVRDTLILPCRHLCLCNT.... Result: 1 (interaction). (8) The miRNA is hsa-miR-7153-5p with sequence UGAGAACUGACAAAUGUGGUAGG. The protein sequence of the target gene is MANAVGRRSWAALRLCAAVILLDLAVCKGFVEDLNESFKDNRKDDIWLVDFYAPWCGHCKKLEPIWNEVGLEMKSIGSPVKVGKMDATSYSSIASEFGVRGYPTIKLLKGDLAYNYRGPRTKDDIIEFAHRVSGALIRPLPSQQMFDHVRKRHRVFFVYIGGESPLKEKYIDAASELIVYTYFFSASEDVVPEYVTLKEMPAVLVFKDDTYFVYDEYEDGDLSSWISRERFQNYLTMDGFLLYELGDTGKLVAIAVIDEKNTSLEHTRLKSIIQEVARDFRDHFHRDFQFGHMDGNDYIN.... Result: 0 (no interaction).